From a dataset of Full USPTO retrosynthesis dataset with 1.9M reactions from patents (1976-2016). Predict the reactants needed to synthesize the given product. (1) Given the product [CH2:32]([O:31][CH2:30][CH2:29][N:28]1[C:27]2[CH:34]=[CH:35][CH:36]=[CH:37][C:26]=2[N:25]=[C:24]1[CH:21]1[CH2:20][CH2:19][N:18]([CH2:17][CH2:16][C:13]2[CH:12]=[CH:11][C:10]([C:7]([CH3:9])([CH3:8])[C:4]([OH:44])=[O:5])=[CH:15][CH:14]=2)[CH2:23][CH2:22]1)[CH3:33], predict the reactants needed to synthesize it. The reactants are: CC1(C)C[O:5][C:4]([C:7]([C:10]2[CH:15]=[CH:14][C:13]([CH2:16][CH2:17][N:18]3[CH2:23][CH2:22][CH:21]([C:24]4[N:28]([CH2:29][CH2:30][O:31][CH2:32][CH3:33])[C:27]5[CH:34]=[CH:35][CH:36]=[CH:37][C:26]=5[N:25]=4)[CH2:20][CH2:19]3)=[CH:12][CH:11]=2)([CH3:9])[CH3:8])=N1.Cl.[OH-].[Na+].C([O:44]C(=O)C)C. (2) The reactants are: [Br:1][C:2]1[C:10]2[C:9]([NH:11][C:12]3[CH:13]=[C:14]4[CH:20]=[N:19][NH:18][C:15]4=[CH:16][N:17]=3)=[N:8][CH:7]=[N:6][C:5]=2[NH:4][C:3]=1[C:21]([OH:23])=O.[CH3:24][N:25]([CH3:32])[CH:26]1[CH2:31][CH2:30][NH:29][CH2:28][CH2:27]1. Given the product [Br:1][C:2]1[C:10]2[C:9]([NH:11][C:12]3[CH:13]=[C:14]4[CH:20]=[N:19][NH:18][C:15]4=[CH:16][N:17]=3)=[N:8][CH:7]=[N:6][C:5]=2[NH:4][C:3]=1[C:21]([N:29]1[CH2:30][CH2:31][CH:26]([N:25]([CH3:32])[CH3:24])[CH2:27][CH2:28]1)=[O:23], predict the reactants needed to synthesize it. (3) The reactants are: [Cl:1][C:2]1[CH:7]=[CH:6][C:5]([NH2:8])=[CH:4][C:3]=1[C:9]1[O:10][C:11]2[CH:17]=[CH:16][C:15]([CH3:18])=[CH:14][C:12]=2[N:13]=1.[Cl:19][C:20]1[CH:21]=[C:22]([CH:26]=[CH:27][C:28]=1[Cl:29])[C:23](Cl)=[O:24]. Given the product [Cl:19][C:20]1[CH:21]=[C:22]([CH:26]=[CH:27][C:28]=1[Cl:29])[C:23]([NH:8][C:5]1[CH:6]=[CH:7][C:2]([Cl:1])=[C:3]([C:9]2[O:10][C:11]3[CH:17]=[CH:16][C:15]([CH3:18])=[CH:14][C:12]=3[N:13]=2)[CH:4]=1)=[O:24], predict the reactants needed to synthesize it. (4) Given the product [Cl:1][C:2]1[C:11]2[C:6](=[CH:7][C:8]([O:12][CH3:13])=[CH:9][CH:10]=2)[C:5]([NH:14][C:15](=[O:22])[C:16]2[CH:21]=[CH:20][CH:19]=[CH:18][CH:17]=2)=[CH:4][N:3]=1, predict the reactants needed to synthesize it. The reactants are: [Cl:1][C:2]1[C:11]2[C:6](=[CH:7][C:8]([O:12][CH3:13])=[CH:9][CH:10]=2)[C:5]([NH2:14])=[CH:4][N:3]=1.[C:15](Cl)(=[O:22])[C:16]1[CH:21]=[CH:20][CH:19]=[CH:18][CH:17]=1.O. (5) Given the product [Cl:23][C:24]1[CH:29]=[CH:28][C:27]([C:2]2[CH:3]=[C:4]([NH:14][C:15]([C:17]3[N:18]=[N:19][CH:20]=[CH:21][CH:22]=3)=[O:16])[CH:5]=[N:6][C:7]=2[O:8][CH2:9][C:10]([F:13])([F:12])[F:11])=[C:26]([F:33])[CH:25]=1, predict the reactants needed to synthesize it. The reactants are: Br[C:2]1[CH:3]=[C:4]([NH:14][C:15]([C:17]2[N:18]=[N:19][CH:20]=[CH:21][CH:22]=2)=[O:16])[CH:5]=[N:6][C:7]=1[O:8][CH2:9][C:10]([F:13])([F:12])[F:11].[Cl:23][C:24]1[CH:29]=[CH:28][C:27](B(O)O)=[C:26]([F:33])[CH:25]=1. (6) Given the product [CH2:3]1[C:4]2[C:9](=[CH:8][CH:7]=[CH:6][CH:5]=2)[CH:10]=[C:2]1[C:13]1[CH:12]=[CH:11][C:20]2[C:15](=[CH:16][CH:17]=[CH:18][CH:19]=2)[CH:14]=1, predict the reactants needed to synthesize it. The reactants are: Br[C:2]1[CH2:3][C:4]2[C:9]([CH:10]=1)=[CH:8][CH:7]=[CH:6][CH:5]=2.[CH:11]1[C:20]2[C:15](=[CH:16][CH:17]=[CH:18][CH:19]=2)[CH:14]=[CH:13][C:12]=1B(O)O.C([O-])([O-])=O.[K+].[K+]. (7) Given the product [CH2:1]([O:5][C:6](=[O:21])[CH2:7][CH:8]1[C:17]2[C:12](=[C:13]([CH3:20])[C:14]([OH:18])=[CH:15][CH:16]=2)[CH2:11][CH2:10][NH:9]1)[CH2:2][CH2:3][CH3:4], predict the reactants needed to synthesize it. The reactants are: [CH2:1]([O:5][C:6](=[O:21])[CH2:7][CH:8]1[C:17]2[C:12](=[C:13]([CH3:20])[C:14]([O:18]C)=[CH:15][CH:16]=2)[CH2:11][CH2:10][NH:9]1)[CH2:2][CH2:3][CH3:4].B(Br)(Br)Br.C(O)C.